Task: Predict the product of the given reaction.. Dataset: Forward reaction prediction with 1.9M reactions from USPTO patents (1976-2016) Given the reactants [CH3:1][C:2]1[CH:7]=[C:6]([N:8]2[CH2:12][CH2:11][CH2:10][CH2:9]2)[N:5]=[C:4](/[CH:13]=[CH:14]/[C:15]2[CH:20]=[CH:19][CH:18]=[C:17]([N+:21]([O-])=O)[CH:16]=2)[N:3]=1.Cl.[OH-].[Na+], predict the reaction product. The product is: [CH3:1][C:2]1[CH:7]=[C:6]([N:8]2[CH2:12][CH2:11][CH2:10][CH2:9]2)[N:5]=[C:4](/[CH:13]=[CH:14]/[C:15]2[CH:16]=[C:17]([NH2:21])[CH:18]=[CH:19][CH:20]=2)[N:3]=1.